Dataset: M1 muscarinic receptor antagonist screen with 61,756 compounds. Task: Binary Classification. Given a drug SMILES string, predict its activity (active/inactive) in a high-throughput screening assay against a specified biological target. The drug is O=C(NCCc1n(c2c(n1)cccc2)CC=C)C(C)(C)C. The result is 0 (inactive).